Dataset: Full USPTO retrosynthesis dataset with 1.9M reactions from patents (1976-2016). Task: Predict the reactants needed to synthesize the given product. (1) Given the product [O:23]1[CH2:5][C@H:6]1[C@@H:7]([NH:15][C:16](=[O:17])[O:18][C:19]([CH3:20])([CH3:21])[CH3:22])[CH2:8][C:9]1[CH:10]=[CH:11][CH:12]=[CH:13][CH:14]=1, predict the reactants needed to synthesize it. The reactants are: C(O[CH2:5][C@@H:6]([O:23]S(C)(=O)=O)[C@@H:7]([NH:15][C:16]([O:18][C:19]([CH3:22])([CH3:21])[CH3:20])=[O:17])[CH2:8][C:9]1[CH:14]=[CH:13][CH:12]=[CH:11][CH:10]=1)(=O)C.C1COCC1.C([O-])([O-])=O.[K+].[K+]. (2) Given the product [NH:1]1[C:5]2=[N:6][CH:7]=[C:8]([O:10][C:11]3[CH:44]=[C:43]([N:45]4[CH2:50][CH2:49][N:48]([CH2:51][C:52]5[CH2:57][CH2:56][C:55]([CH3:59])([CH3:58])[CH2:54][C:53]=5[C:60]5[CH:61]=[CH:62][C:63]([Cl:66])=[CH:64][CH:65]=5)[CH2:47][CH2:46]4)[CH:42]=[CH:41][C:12]=3[C:13]([NH:15][S:16]([C:19]3[CH:24]=[CH:23][C:22]([NH:25][CH2:26][CH:27]4[CH2:30][NH:29][CH2:28]4)=[C:21]([N+:38]([O-:40])=[O:39])[CH:20]=3)(=[O:18])=[O:17])=[O:14])[CH:9]=[C:4]2[CH:3]=[CH:2]1, predict the reactants needed to synthesize it. The reactants are: [NH:1]1[C:5]2=[N:6][CH:7]=[C:8]([O:10][C:11]3[CH:44]=[C:43]([N:45]4[CH2:50][CH2:49][N:48]([CH2:51][C:52]5[CH2:57][CH2:56][C:55]([CH3:59])([CH3:58])[CH2:54][C:53]=5[C:60]5[CH:65]=[CH:64][C:63]([Cl:66])=[CH:62][CH:61]=5)[CH2:47][CH2:46]4)[CH:42]=[CH:41][C:12]=3[C:13]([NH:15][S:16]([C:19]3[CH:24]=[CH:23][C:22]([NH:25][CH2:26][CH:27]4[CH2:30][N:29](C(OC(C)(C)C)=O)[CH2:28]4)=[C:21]([N+:38]([O-:40])=[O:39])[CH:20]=3)(=[O:18])=[O:17])=[O:14])[CH:9]=[C:4]2[CH:3]=[CH:2]1.FC(F)(F)C(O)=O. (3) Given the product [CH2:1]([O:8][C:9](=[O:10])[NH:11][C@H:12]([C:14](=[O:16])[N:19]([O:20][CH3:21])[CH3:18])[CH3:13])[C:2]1[CH:3]=[CH:4][CH:5]=[CH:6][CH:7]=1, predict the reactants needed to synthesize it. The reactants are: [CH2:1]([O:8][C:9]([NH:11][C@H:12]([C:14]([OH:16])=O)[CH3:13])=[O:10])[C:2]1[CH:7]=[CH:6][CH:5]=[CH:4][CH:3]=1.Cl.[CH3:18][NH:19][O:20][CH3:21].ON1C2C=CC=CC=2N=N1.C(N(C(C)C)CC)(C)C.Cl.C(N=C=NCCCN(C)C)C.Cl.